Dataset: Full USPTO retrosynthesis dataset with 1.9M reactions from patents (1976-2016). Task: Predict the reactants needed to synthesize the given product. (1) Given the product [C:1]1([C:8]2[CH:13]=[CH:12][CH:11]=[CH:10][CH:9]=2)[CH:2]=[CH:3][C:4]([NH:7][C:15]2[C:24]3[C:19](=[CH:20][CH:21]=[CH:22][CH:23]=3)[N:18]=[CH:17][CH:16]=2)=[CH:5][CH:6]=1, predict the reactants needed to synthesize it. The reactants are: [C:1]1([C:8]2[CH:13]=[CH:12][CH:11]=[CH:10][CH:9]=2)[CH:6]=[CH:5][C:4]([NH2:7])=[CH:3][CH:2]=1.Cl[C:15]1[C:24]2[C:19](=[CH:20][CH:21]=[CH:22][CH:23]=2)[N:18]=[CH:17][CH:16]=1.CCN(C(C)C)C(C)C. (2) Given the product [NH2:1][C:4]1[CH:9]=[CH:8][C:7]([N:10]2[CH2:14][CH2:13][CH2:12][CH:11]2[CH2:15][NH:16][CH2:17][CH2:18][OH:19])=[CH:6][CH:5]=1, predict the reactants needed to synthesize it. The reactants are: [N+:1]([C:4]1[CH:9]=[CH:8][C:7]([N:10]2[CH2:14][CH2:13][CH2:12][CH:11]2[CH2:15][NH:16][CH2:17][CH2:18][OH:19])=[CH:6][CH:5]=1)([O-])=O. (3) Given the product [F:1][C:2]1[CH:7]=[CH:6][CH:5]=[CH:4][C:3]=1[CH:8]([OH:9])[CH2:10][O:11][C:12]1[CH:19]=[CH:18][C:15]([CH:16]=[O:17])=[CH:14][CH:13]=1, predict the reactants needed to synthesize it. The reactants are: [F:1][C:2]1[CH:7]=[CH:6][CH:5]=[CH:4][C:3]=1[CH:8]1[CH2:10][O:9]1.[OH:11][C:12]1[CH:19]=[CH:18][C:15]([CH:16]=[O:17])=[CH:14][CH:13]=1.[OH-].[Na+].